This data is from Reaction yield outcomes from USPTO patents with 853,638 reactions. The task is: Predict the reaction yield, written as a fraction of the theoretical maximum amount of product (1.0 means a 100% yield; for example, 0.34 means a 34% yield). (1) The reactants are [C:1]1([S:7](Cl)(=[O:9])=[O:8])[CH:6]=[CH:5][CH:4]=[CH:3][CH:2]=1.[F:11][C:12]([F:22])([F:21])[C:13]1[CH:20]=[CH:19][C:16]([CH2:17][NH2:18])=[CH:15][CH:14]=1.CCN(CC)CC. The catalyst is C(#N)C. The product is [F:11][C:12]([F:21])([F:22])[C:13]1[CH:20]=[CH:19][C:16]([CH2:17][NH:18][S:7]([C:1]2[CH:6]=[CH:5][CH:4]=[CH:3][CH:2]=2)(=[O:9])=[O:8])=[CH:15][CH:14]=1. The yield is 0.640. (2) The reactants are [F-].C([N+](CCCC)(CCCC)CCCC)CCC.[N:19]1[CH:24]=[C:23]([C:25]2[CH:32]=[CH:31][CH:30]=[CH:29][C:26]=2[CH:27]=[O:28])[CH:22]=[N:21][CH:20]=1.[F:33][C:34]([Si](C)(C)C)([F:36])[F:35].Cl. The catalyst is C1COCC1. The product is [F:33][C:34]([F:36])([F:35])[CH:27]([C:26]1[CH:29]=[CH:30][CH:31]=[CH:32][C:25]=1[C:23]1[CH:24]=[N:19][CH:20]=[N:21][CH:22]=1)[OH:28]. The yield is 0.840. (3) The reactants are [H-].[Na+].Cl[CH2:4][CH2:5][O:6][CH2:7][C:8]1[C:13]([C:14]([C:16]2[C:17](=[O:25])[CH:18]3[CH2:24][CH:21]([C:22]=2[OH:23])[CH2:20][CH2:19]3)=[O:15])=[CH:12][CH:11]=[C:10]([C:26]([F:29])([F:28])[F:27])[N:9]=1.[CH3:30][C:31]1[S:35][C:34](=[O:36])[NH:33][N:32]=1.O. The catalyst is CN(C=O)C. The product is [OH:23][C:22]1[CH:21]2[CH2:24][CH:18]([C:17](=[O:25])[C:16]=1[C:14]([C:13]1[C:8]([CH2:7][O:6][CH2:5][CH2:4][N:33]3[N:32]=[C:31]([CH3:30])[S:35][C:34]3=[O:36])=[N:9][C:10]([C:26]([F:29])([F:28])[F:27])=[CH:11][CH:12]=1)=[O:15])[CH2:19][CH2:20]2. The yield is 0.557. (4) The reactants are [C:1]1([C@@H:7]2[C:9]3([CH2:13][CH2:12][CH2:11][CH2:10]3)[C@H:8]2[C:14]([OH:16])=O)[CH:6]=[CH:5][CH:4]=[CH:3][CH:2]=1.[Cl:17][C:18]1[CH:23]=[C:22]([C:24]([F:27])([F:26])[F:25])[CH:21]=[CH:20][C:19]=1[NH2:28]. No catalyst specified. The product is [C:1]1([C@@H:7]2[C:9]3([CH2:10][CH2:11][CH2:12][CH2:13]3)[C@H:8]2[C:14]([NH:28][C:19]2[CH:20]=[CH:21][C:22]([C:24]([F:25])([F:26])[F:27])=[CH:23][C:18]=2[Cl:17])=[O:16])[CH:2]=[CH:3][CH:4]=[CH:5][CH:6]=1. The yield is 0.570. (5) The reactants are [NH2:1][C:2]1[CH:13]=[CH:12][C:5]([O:6][CH:7]([CH3:11])[C:8]([OH:10])=[O:9])=[CH:4][CH:3]=1.Cl.[CH3:15]O. No catalyst specified. The product is [CH3:15][O:9][C:8](=[O:10])[CH:7]([O:6][C:5]1[CH:4]=[CH:3][C:2]([NH2:1])=[CH:13][CH:12]=1)[CH3:11]. The yield is 0.372. (6) The yield is 0.896. The product is [CH3:11][S:8]([C:5]1[CH:6]=[CH:7][C:2]([O:23][C:20]2[CH:21]=[CH:22][C:17]([O:16][C:15]([F:14])([F:24])[F:25])=[CH:18][CH:19]=2)=[CH:3][CH:4]=1)(=[O:10])=[O:9]. The reactants are F[C:2]1[CH:7]=[CH:6][C:5]([S:8]([CH3:11])(=[O:10])=[O:9])=[CH:4][CH:3]=1.[OH-].[K+].[F:14][C:15]([F:25])([F:24])[O:16][C:17]1[CH:22]=[CH:21][C:20]([OH:23])=[CH:19][CH:18]=1.OP(O)(O)=O. The catalyst is O.CS(C)=O.